Dataset: Catalyst prediction with 721,799 reactions and 888 catalyst types from USPTO. Task: Predict which catalyst facilitates the given reaction. (1) The catalyst class is: 6. Product: [ClH:1].[OH:11][CH2:10][C:9]1[CH:12]=[CH:13][C:6]([O:5][CH2:4][CH2:3][CH2:2][N:20]2[CH2:25][CH2:24][CH2:23][CH2:22][CH2:21]2)=[CH:7][CH:8]=1. Reactant: [Cl:1][CH2:2][CH2:3][CH2:4][O:5][C:6]1[CH:13]=[CH:12][C:9]([CH2:10][OH:11])=[CH:8][CH:7]=1.C(=O)([O-])[O-].[K+].[K+].[NH:20]1[CH2:25][CH2:24][CH2:23][CH2:22][CH2:21]1.CN(C)C=O. (2) Reactant: Cl.Cl.[F:3][C:4]1[CH:5]=[CH:6][C:7]2[N:11]=[C:10]([C@@H:12]([NH2:14])[CH3:13])[N:9]([C:15]3[CH:20]=[CH:19][CH:18]=[CH:17][CH:16]=3)[C:8]=2[CH:21]=1.[Cl:22][C:23]1[N:28]=[C:27](Cl)[N:26]=[C:25]([NH2:30])[N:24]=1.CCN(C(C)C)C(C)C. Product: [Cl:22][C:23]1[N:28]=[C:27]([NH:14][C@H:12]([C:10]2[N:9]([C:15]3[CH:16]=[CH:17][CH:18]=[CH:19][CH:20]=3)[C:8]3[CH:21]=[C:4]([F:3])[CH:5]=[CH:6][C:7]=3[N:11]=2)[CH3:13])[N:26]=[C:25]([NH2:30])[N:24]=1. The catalyst class is: 41. (3) Reactant: Cl.[CH2:2]([NH2:6])[CH2:3][C:4]#[CH:5].C(N(CC)CC)C.[CH3:14][S:15](Cl)(=[O:17])=[O:16]. Product: [CH2:2]([NH:6][S:15]([CH3:14])(=[O:17])=[O:16])[CH2:3][C:4]#[CH:5]. The catalyst class is: 646. (4) Reactant: [CH3:1][O:2][C:3]1[N:7]([CH3:8])[N:6]=[C:5]([CH3:9])[C:4]=1[C:10]#[N:11].N. Product: [CH3:1][O:2][C:3]1[N:7]([CH3:8])[N:6]=[C:5]([CH3:9])[C:4]=1[CH2:10][NH2:11]. The catalyst class is: 94. (5) Reactant: [CH2:1]([Sn:5]([CH2:21][CH2:22][CH2:23][CH3:24])([CH2:17][CH2:18][CH2:19][CH3:20])[C:6]1[S:7][C:8]([CH:12]2OCC[O:13]2)=[C:9]([CH3:11])[CH:10]=1)[CH2:2][CH2:3][CH3:4].Cl. Product: [CH3:11][C:9]1[CH:10]=[C:6]([Sn:5]([CH2:17][CH2:18][CH2:19][CH3:20])([CH2:21][CH2:22][CH2:23][CH3:24])[CH2:1][CH2:2][CH2:3][CH3:4])[S:7][C:8]=1[CH:12]=[O:13]. The catalyst class is: 7. (6) Reactant: [Cl:1][C:2]1[C:3]([Sn](CCCC)(CCCC)CCCC)=[N:4][CH:5]=[CH:6][CH:7]=1.I[C:22]1[N:23]=[N:24][C:25]([CH3:28])=[CH:26][CH:27]=1.O. Product: [Cl:1][C:2]1[C:3]([C:22]2[N:23]=[N:24][C:25]([CH3:28])=[CH:26][CH:27]=2)=[N:4][CH:5]=[CH:6][CH:7]=1. The catalyst class is: 555.